This data is from Retrosynthesis with 50K atom-mapped reactions and 10 reaction types from USPTO. The task is: Predict the reactants needed to synthesize the given product. Given the product FC(F)(F)c1nnc(N2CCNCC2)cc1-c1ccc(Cl)s1, predict the reactants needed to synthesize it. The reactants are: CC(C)(C)OC(=O)N1CCN(c2cc(-c3ccc(Cl)s3)c(C(F)(F)F)nn2)CC1.